Predict the product of the given reaction. From a dataset of Forward reaction prediction with 1.9M reactions from USPTO patents (1976-2016). (1) Given the reactants [F:1][C:2]1[C:3]([C:25]2[N:29]([CH:30]3[CH2:35][CH2:34][O:33][CH2:32][CH2:31]3)[C:28]([CH:36]=O)=[N:27][CH:26]=2)=[N:4][C:5]([NH:8][C:9]2[CH:14]=[CH:13][C:12]([S:15]([N:18]3[CH2:23][CH2:22][N:21]([CH3:24])[CH2:20][CH2:19]3)(=[O:17])=[O:16])=[CH:11][CH:10]=2)=[N:6][CH:7]=1.[NH2:38]O.Cl, predict the reaction product. The product is: [F:1][C:2]1[C:3]([CH:25]2[N:29]([CH:30]3[CH2:31][CH2:32][O:33][CH2:34][CH2:35]3)[C:28]([C:36]#[N:38])=[N:27][CH2:26]2)=[N:4][C:5]([NH:8][C:9]2[CH:14]=[CH:13][C:12]([S:15]([N:18]3[CH2:23][CH2:22][N:21]([CH3:24])[CH2:20][CH2:19]3)(=[O:17])=[O:16])=[CH:11][CH:10]=2)=[N:6][CH:7]=1. (2) Given the reactants [CH3:1][C:2]1([CH3:11])[CH2:7][C:6]([CH3:9])([CH3:8])[CH2:5][C:4](=O)[CH2:3]1.[C:12]1([C:18]([C:20]2[CH:29]=[CH:28][C:23]([C:24]([O:26][CH3:27])=[O:25])=[CH:22][CH:21]=2)=O)[CH:17]=[CH:16][CH:15]=[CH:14][CH:13]=1.C1COCC1.Cl, predict the reaction product. The product is: [C:12]1([C:18](=[C:4]2[CH2:3][C:2]([CH3:11])([CH3:1])[CH2:7][C:6]([CH3:9])([CH3:8])[CH2:5]2)[C:20]2[CH:21]=[CH:22][C:23]([C:24]([O:26][CH3:27])=[O:25])=[CH:28][CH:29]=2)[CH:13]=[CH:14][CH:15]=[CH:16][CH:17]=1. (3) Given the reactants [N+:1]([C:4]1[CH:5]=[CH:6][C:7]([NH:10][C:11]2[CH:16]=[CH:15][CH:14]=[CH:13][N:12]=2)=[N:8][CH:9]=1)([O-])=O.[Cl-].[NH4+], predict the reaction product. The product is: [N:12]1[CH:13]=[CH:14][CH:15]=[CH:16][C:11]=1[NH:10][C:7]1[CH:6]=[CH:5][C:4]([NH2:1])=[CH:9][N:8]=1. (4) Given the reactants [CH:1]([C:3]1[CH:12]=[CH:11][C:6]([C:7]([O:9][CH3:10])=[O:8])=[CH:5][CH:4]=1)=O.[CH:13]1([C:19]2[CH:25]=[CH:24][C:22]([NH2:23])=[CH:21][CH:20]=2)[CH2:18][CH2:17][CH2:16][CH2:15][CH2:14]1, predict the reaction product. The product is: [CH3:10][O:9][C:7](=[O:8])[C:6]1[CH:11]=[CH:12][C:3]([CH:1]=[N:23][C:22]2[CH:24]=[CH:25][C:19]([CH:13]3[CH2:18][CH2:17][CH2:16][CH2:15][CH2:14]3)=[CH:20][CH:21]=2)=[CH:4][CH:5]=1. (5) Given the reactants Cl[C:2]1[C:11]2[C:6](=[CH:7][CH:8]=[CH:9][CH:10]=2)[N:5]=[C:4]([CH3:12])[N:3]=1.[F:13][C:14]1[CH:15]=[C:16]([NH2:22])[CH:17]=[CH:18][C:19]=1[O:20][CH3:21], predict the reaction product. The product is: [F:13][C:14]1[CH:15]=[C:16]([NH:22][C:2]2[C:11]3[C:6](=[CH:7][CH:8]=[CH:9][CH:10]=3)[N:5]=[C:4]([CH3:12])[N:3]=2)[CH:17]=[CH:18][C:19]=1[O:20][CH3:21]. (6) Given the reactants [H-].[Na+].[O:3]1[C:7]2[CH:8]=[CH:9][CH:10]=[CH:11][C:6]=2[N:5]=[C:4]1[NH:12][C:13](=[O:25])[CH2:14][C:15]1[CH:20]=[CH:19][C:18]([S:21]([CH3:24])(=[O:23])=[O:22])=[CH:17][CH:16]=1.[CH2:26](Br)[C:27]1[CH:32]=[CH:31][CH:30]=[CH:29][CH:28]=1, predict the reaction product. The product is: [O:3]1[C:7]2[CH:8]=[CH:9][CH:10]=[CH:11][C:6]=2[N:5]=[C:4]1[NH:12][C:13](=[O:25])[CH:14]([C:15]1[CH:20]=[CH:19][C:18]([S:21]([CH3:24])(=[O:22])=[O:23])=[CH:17][CH:16]=1)[CH2:26][C:27]1[CH:32]=[CH:31][CH:30]=[CH:29][CH:28]=1. (7) Given the reactants O=[C:2]([CH3:30])[CH2:3][CH2:4][C:5]1[CH:6]=[CH:7][C:8]([NH:11][C:12](=[O:29])[CH:13]([NH:17][C:18](=[O:28])[CH2:19][C:20]2[CH:25]=[C:24]([F:26])[CH:23]=[C:22]([F:27])[CH:21]=2)[CH2:14][CH2:15][CH3:16])=[N:9][CH:10]=1.[F:31][C:32]([F:36])([F:35])[CH2:33][NH2:34].C(O)(=O)C.C(O[BH-](OC(=O)C)OC(=O)C)(=O)C.[Na+].Cl, predict the reaction product. The product is: [F:31][C:32]([F:36])([F:35])[CH2:33][NH:34][CH:2]([CH3:30])[CH2:3][CH2:4][C:5]1[CH:6]=[CH:7][C:8]([NH:11][C:12](=[O:29])[CH:13]([NH:17][C:18](=[O:28])[CH2:19][C:20]2[CH:21]=[C:22]([F:27])[CH:23]=[C:24]([F:26])[CH:25]=2)[CH2:14][CH2:15][CH3:16])=[N:9][CH:10]=1.